Dataset: Full USPTO retrosynthesis dataset with 1.9M reactions from patents (1976-2016). Task: Predict the reactants needed to synthesize the given product. Given the product [CH2:31]([NH:26][C:19](=[O:21])[C:18]([NH:17][C:14]1[CH:15]=[CH:16][C:10]2[C:11]([N:13]=1)=[N:12][C:7]([C:1]1[CH:2]=[CH:3][CH:4]=[CH:5][CH:6]=1)=[CH:8][N:9]=2)=[O:24])[CH3:27], predict the reactants needed to synthesize it. The reactants are: [C:1]1([C:7]2[N:12]=[C:11]3[N:13]=[C:14]([NH:17][C:18](=[O:24])[C:19]([O:21]CC)=O)[CH:15]=[CH:16][C:10]3=[N:9][CH:8]=2)[CH:6]=[CH:5][CH:4]=[CH:3][CH:2]=1.C[NH2:26].[CH2:27]1[CH2:31]OCC1.